Dataset: Experimentally validated miRNA-target interactions with 360,000+ pairs, plus equal number of negative samples. Task: Binary Classification. Given a miRNA mature sequence and a target amino acid sequence, predict their likelihood of interaction. The miRNA is hsa-miR-3148 with sequence UGGAAAAAACUGGUGUGUGCUU. The protein sequence of the target gene is MALKRIQKELSDLQRDPPAHCSAGPVGDDLFHWQATIMGPPDSAYQGGVFFLTVHFPTDYPFKPPKIAFTTKIYHPNINSNGSICLDILRSQWSPALTVSKVLLSICSLLCDPNPDDPLVPDIAQIYKSDKEKYNRHAREWTQKYAM. Result: 1 (interaction).